From a dataset of Catalyst prediction with 721,799 reactions and 888 catalyst types from USPTO. Predict which catalyst facilitates the given reaction. (1) Reactant: [O:1]1[CH:5]=[CH:4][C:3]([CH2:6][NH2:7])=[CH:2]1.[Cl:8][C:9]1[CH:10]=[C:11]([N:17]2[C:21]([CH3:22])=[C:20]([C:23](Cl)=[O:24])[C:19]([CH3:26])=[N:18]2)[CH:12]=[CH:13][C:14]=1[C:15]#[N:16]. Product: [Cl:8][C:9]1[CH:10]=[C:11]([N:17]2[C:21]([CH3:22])=[C:20]([C:23]([NH:7][CH2:6][C:3]3[CH:4]=[CH:5][O:1][CH:2]=3)=[O:24])[C:19]([CH3:26])=[N:18]2)[CH:12]=[CH:13][C:14]=1[C:15]#[N:16]. The catalyst class is: 44. (2) Reactant: [OH:1][CH2:2][C:3]1[CH:4]=[C:5]([CH:22]=[CH:23][CH:24]=1)[O:6][CH2:7][C:8]1[C:13]([CH3:14])=[CH:12][CH:11]=[CH:10][C:9]=1[N:15]1[C:19](=[O:20])[N:18]([CH3:21])[N:17]=[N:16]1.Br[C:26]1[CH:31]=[CH:30][CH:29]=[CH:28][N:27]=1.CC(C)([O-])C.[K+].O1CCCC1. Product: [N:27]1[CH:28]=[CH:29][CH:30]=[CH:31][C:26]=1[O:1][CH2:2][C:3]1[CH:4]=[C:5]([CH:22]=[CH:23][CH:24]=1)[O:6][CH2:7][C:8]1[C:13]([CH3:14])=[CH:12][CH:11]=[CH:10][C:9]=1[N:15]1[C:19](=[O:20])[N:18]([CH3:21])[N:17]=[N:16]1. The catalyst class is: 6.